From a dataset of Human liver microsome stability data. Regression/Classification. Given a drug SMILES string, predict its absorption, distribution, metabolism, or excretion properties. Task type varies by dataset: regression for continuous measurements (e.g., permeability, clearance, half-life) or binary classification for categorical outcomes (e.g., BBB penetration, CYP inhibition). Dataset: hlm. The result is 1 (stable in human liver microsomes). The molecule is CCOC(=O)[C@H](Cc1ccccc1)NP(=O)(OC[C@H]1OC(OC(C)=O)[C@@H](NC(C)=O)[C@@H](OC(C)=O)[C@@H]1OC(C)=O)Oc1ccccc1.